This data is from Forward reaction prediction with 1.9M reactions from USPTO patents (1976-2016). The task is: Predict the product of the given reaction. (1) Given the reactants C[O:2][C:3]([C:5]1[NH:6][C:7]2[C:12]([CH:13]=1)=[CH:11][CH:10]=[C:9]([O:14][C:15]1[S:16][C:17]3[CH:23]=[CH:22][CH:21]=[CH:20][C:18]=3[N:19]=1)[CH:8]=2)=O.[H-].[H-].[H-].[H-].[Li+].[Al+3].O.CCOC(C)=O, predict the reaction product. The product is: [S:16]1[C:17]2[CH:23]=[CH:22][CH:21]=[CH:20][C:18]=2[N:19]=[C:15]1[O:14][C:9]1[CH:8]=[C:7]2[C:12]([CH:13]=[C:5]([CH2:3][OH:2])[NH:6]2)=[CH:11][CH:10]=1. (2) Given the reactants [CH:1]1([C:5](=[O:12])[CH2:6][C:7]([O:9][CH2:10][CH3:11])=[O:8])[CH2:4][CH2:3][CH2:2]1.CO[CH:15](OC)[N:16]([CH3:18])[CH3:17], predict the reaction product. The product is: [CH:1]1([C:5](/[C:6](=[CH:15]\[N:16]([CH3:18])[CH3:17])/[C:7]([O:9][CH2:10][CH3:11])=[O:8])=[O:12])[CH2:2][CH2:3][CH2:4]1.